Task: Predict the product of the given reaction.. Dataset: Forward reaction prediction with 1.9M reactions from USPTO patents (1976-2016) (1) Given the reactants [OH:1][CH:2]1[CH2:5][N:4]([C:6]2[CH:11]=[CH:10][C:9]([N+:12]([O-])=O)=[CH:8][N:7]=2)[CH2:3]1.[H][H], predict the reaction product. The product is: [NH2:12][C:9]1[CH:8]=[N:7][C:6]([N:4]2[CH2:3][CH:2]([OH:1])[CH2:5]2)=[CH:11][CH:10]=1. (2) Given the reactants [CH:1]1([N:7]=[C:8]=[O:9])[CH2:6][CH2:5][CH2:4][CH2:3][CH2:2]1.[C:10]1([NH2:17])[CH:15]=[CH:14][CH:13]=[CH:12][C:11]=1[NH2:16], predict the reaction product. The product is: [NH2:16][C:11]1[CH:12]=[CH:13][CH:14]=[CH:15][C:10]=1[NH:17][C:8]([NH:7][CH:1]1[CH2:6][CH2:5][CH2:4][CH2:3][CH2:2]1)=[O:9]. (3) The product is: [C:12]1([C@H:18]2[CH2:19][O:20][CH2:21][CH2:22][NH:23]2)[CH:13]=[CH:14][CH:15]=[CH:16][CH:17]=1. Given the reactants [H-].[H-].[H-].[H-].[Li+].[Al+3].C1COCC1.[C:12]1([C@@H:18]2[NH:23][C:22](=O)[CH2:21][O:20][CH2:19]2)[CH:17]=[CH:16][CH:15]=[CH:14][CH:13]=1, predict the reaction product. (4) Given the reactants [CH3:1][O:2][C:3]1[C:4]([CH3:17])=[C:5]2[C:10](=[CH:11][C:12]=1[CH3:13])[NH:9][C:8]1([CH2:16][CH2:15][CH2:14]1)[CH2:7][CH2:6]2.Cl[CH2:19][C:20]1[CH:29]=[CH:28][C:27]2[C:22](=[CH:23][CH:24]=[CH:25][CH:26]=2)[N:21]=1.C([O-])([O-])=O.[K+].[K+].[I-].[Na+], predict the reaction product. The product is: [CH3:1][O:2][C:3]1[C:4]([CH3:17])=[C:5]2[C:10](=[CH:11][C:12]=1[CH3:13])[N:9]([CH2:19][C:20]1[CH:29]=[CH:28][C:27]3[C:22](=[CH:23][CH:24]=[CH:25][CH:26]=3)[N:21]=1)[C:8]1([CH2:14][CH2:15][CH2:16]1)[CH2:7][CH2:6]2.